Dataset: Forward reaction prediction with 1.9M reactions from USPTO patents (1976-2016). Task: Predict the product of the given reaction. Given the reactants [OH:1][CH:2]([C:6]1[O:10][N:9]=[C:8]([C:11]([OH:13])=O)[CH:7]=1)[CH:3]([CH3:5])[CH3:4].[NH2:14][C@@H:15]([CH3:31])[CH2:16][N:17]1[CH:21]=[CH:20][C:19]([C:22]2[CH:29]=[CH:28][C:25]([C:26]#[N:27])=[C:24]([Cl:30])[CH:23]=2)=[N:18]1.C(Cl)Cl.CN(C=O)C, predict the reaction product. The product is: [Cl:30][C:24]1[CH:23]=[C:22]([C:19]2[CH:20]=[CH:21][N:17]([CH2:16][C@@H:15]([NH:14][C:11]([C:8]3[CH:7]=[C:6]([CH:2]([OH:1])[CH:3]([CH3:4])[CH3:5])[O:10][N:9]=3)=[O:13])[CH3:31])[N:18]=2)[CH:29]=[CH:28][C:25]=1[C:26]#[N:27].